Dataset: Full USPTO retrosynthesis dataset with 1.9M reactions from patents (1976-2016). Task: Predict the reactants needed to synthesize the given product. (1) Given the product [CH2:25]([O:24][C:18]1[CH:17]=[C:16]2[C:21]([C:12]([S:10][C:6]3[CH:5]=[C:4]([CH:9]=[CH:8][CH:7]=3)[NH2:3])=[N:13][CH:14]=[N:15]2)=[CH:20][C:19]=1[O:22][CH3:23])[CH3:26], predict the reactants needed to synthesize it. The reactants are: [H-].[Na+].[NH2:3][C:4]1[CH:5]=[C:6]([SH:10])[CH:7]=[CH:8][CH:9]=1.Cl[C:12]1[C:21]2[C:16](=[CH:17][C:18]([O:24][CH2:25][CH3:26])=[C:19]([O:22][CH3:23])[CH:20]=2)[N:15]=[CH:14][N:13]=1. (2) Given the product [Cl:27][CH2:14][C:12]1[S:13][C:9]([C:6]2[CH:7]=[CH:8][C:3]([C:2]([F:17])([F:16])[F:1])=[CH:4][CH:5]=2)=[CH:10][CH:11]=1, predict the reactants needed to synthesize it. The reactants are: [F:1][C:2]([F:17])([F:16])[C:3]1[CH:8]=[CH:7][C:6]([C:9]2[S:13][C:12]([CH2:14]O)=[CH:11][CH:10]=2)=[CH:5][CH:4]=1.C(N(CC)CC)C.S(Cl)([Cl:27])=O. (3) Given the product [CH3:15][O:14][C:4]1[CH:5]=[C:6]([CH:9]2[CH:10]([N+:11]([O-:13])=[O:12])[CH2:22][CH2:21][C:19](=[O:18])[CH2:20]2)[CH:7]=[CH:8][C:3]=1[O:2][CH3:1], predict the reactants needed to synthesize it. The reactants are: [CH3:1][O:2][C:3]1[CH:8]=[CH:7][C:6](/[CH:9]=[CH:10]/[N+:11]([O-:13])=[O:12])=[CH:5][C:4]=1[O:14][CH3:15].C[Si](C)(C)[O:18][C:19]([CH:21]=[CH2:22])=[CH2:20].C1(C)C=CC=CC=1.Cl.